Dataset: Forward reaction prediction with 1.9M reactions from USPTO patents (1976-2016). Task: Predict the product of the given reaction. (1) Given the reactants [NH2:1][CH2:2][C@@H:3]1[C@H:8]([CH3:9])[CH2:7][CH2:6][CH2:5][N:4]1[C:10]([C:12]1[N:13]=[C:14]([CH3:24])[S:15][C:16]=1[C:17]1[CH:22]=[CH:21][C:20]([F:23])=[CH:19][CH:18]=1)=[O:11].Cl[C:26]1[O:27][C:28]2[CH:34]=[CH:33][CH:32]=[CH:31][C:29]=2[N:30]=1.CCN(C(C)C)C(C)C, predict the reaction product. The product is: [O:27]1[C:28]2[CH:34]=[CH:33][CH:32]=[CH:31][C:29]=2[N:30]=[C:26]1[NH:1][CH2:2][C@@H:3]1[C@H:8]([CH3:9])[CH2:7][CH2:6][CH2:5][N:4]1[C:10]([C:12]1[N:13]=[C:14]([CH3:24])[S:15][C:16]=1[C:17]1[CH:18]=[CH:19][C:20]([F:23])=[CH:21][CH:22]=1)=[O:11]. (2) The product is: [CH3:1][O:2][C:3]1[CH:8]=[CH:7][C:6]([NH:9][C:10]([C:12]2[CH:13]=[CH:14][C:15]([C:18]3[CH:19]=[CH:20][CH:21]=[CH:22][CH:23]=3)=[CH:16][CH:17]=2)=[O:11])=[CH:5][C:4]=1[NH:24][C:25](=[O:35])[CH2:26][N:27]1[CH2:31][CH2:30][CH2:29][O:34][CH2:32][CH2:33]1. Given the reactants [CH3:1][O:2][C:3]1[CH:8]=[CH:7][C:6]([NH:9][C:10]([C:12]2[CH:17]=[CH:16][C:15]([C:18]3[CH:23]=[CH:22][CH:21]=[CH:20][CH:19]=3)=[CH:14][CH:13]=2)=[O:11])=[CH:5][C:4]=1[NH:24][C:25](=[O:35])[CH2:26][N:27]1[CH2:33][CH:32]2[O:34][CH:29]([CH2:30][CH2:31]2)C1.ClCC(NC1C=C(NC(C2C=CC(C3C=CC=CC=3)=CC=2)=O)C=CC=1OC)=O.Cl.O1CCCNCC1, predict the reaction product. (3) Given the reactants [Cl:1][C:2]1[CH:7]=[CH:6][CH:5]=[C:4]([CH2:8]Br)[N:3]=1.[CH3:10][O:11][CH2:12][CH2:13][NH:14][CH3:15].C(=O)([O-])[O-].[K+].[K+], predict the reaction product. The product is: [Cl:1][C:2]1[N:3]=[C:4]([CH2:8][N:14]([CH2:13][CH2:12][O:11][CH3:10])[CH3:15])[CH:5]=[CH:6][CH:7]=1. (4) Given the reactants Cl[CH2:2][C:3]1[NH:7][C:6]2[CH:8]=[CH:9][CH:10]=[CH:11][C:5]=2[N:4]=1.C(=O)([O-])[O-].[Cs+].[Cs+].[CH3:18][N:19]([CH3:22])[CH:20]=O, predict the reaction product. The product is: [CH3:8][C@H:6]1[CH2:20][N:19]([C:22]2[CH:9]=[CH:10][CH:11]=[CH:5][N:4]=2)[CH2:18][CH2:3][N:7]1[CH2:2][C:3]1[NH:7][C:6]2[CH:8]=[CH:9][CH:10]=[CH:11][C:5]=2[N:4]=1. (5) Given the reactants [F:1][C:2]([F:26])([F:25])[C:3]1[N:4]=[C:5]([NH:8][C:9]([C:11]2[C:16]([NH:17][C:18]3[CH:19]=[N:20][CH:21]=[CH:22][CH:23]=3)=[CH:15][CH:14]=[C:13]([CH3:24])[N:12]=2)=[O:10])[S:6][CH:7]=1.Br[C:28]1C=C(C=C[CH:35]=1)C#N, predict the reaction product. The product is: [F:25][C:2]([F:1])([F:26])[C:3]1[N:4]=[C:5]([NH:8][C:9]([C:11]2[C:16]([NH:17][C:18]3[CH:19]=[CH:35][CH:28]=[C:22]([C:21]#[N:20])[CH:23]=3)=[CH:15][CH:14]=[C:13]([CH3:24])[N:12]=2)=[O:10])[S:6][CH:7]=1.